Task: Predict the product of the given reaction.. Dataset: Forward reaction prediction with 1.9M reactions from USPTO patents (1976-2016) (1) Given the reactants [O:1]1[C:5]2([CH2:10][CH2:9][CH:8]([CH:11]([OH:15])[CH2:12][CH:13]=[CH2:14])[CH2:7][CH2:6]2)[O:4][CH2:3][CH2:2]1.N1CC[CH2:17]1, predict the reaction product. The product is: [O:1]1[C:5]2([CH2:10][CH2:9][CH:8]([C:11]3([OH:15])[CH2:17][CH:14]=[CH:13][CH2:12]3)[CH2:7][CH2:6]2)[O:4][CH2:3][CH2:2]1. (2) Given the reactants C(OC([N:8]1[CH2:13][CH2:12][C:11]([N:17]2[C:25]3[CH:24]=[CH:23][N:22]=[C:21]([O:26]CC4C=CC=CC=4)[C:20]=3[C:19]([NH2:34])=[N:18]2)([CH2:14][C:15]#[N:16])[CH2:10][CH2:9]1)=O)(C)(C)C.[ClH:35], predict the reaction product. The product is: [ClH:35].[NH2:34][C:19]1[C:20]2[C:21](=[O:26])[NH:22][CH:23]=[CH:24][C:25]=2[N:17]([C:11]2([CH2:14][C:15]#[N:16])[CH2:10][CH2:9][NH:8][CH2:13][CH2:12]2)[N:18]=1.